This data is from Reaction yield outcomes from USPTO patents with 853,638 reactions. The task is: Predict the reaction yield, written as a fraction of the theoretical maximum amount of product (1.0 means a 100% yield; for example, 0.34 means a 34% yield). (1) The reactants are Br[C:2]1[S:3][CH:4]=[C:5]([C:7]([O:9][CH3:10])=[O:8])[N:6]=1.[CH3:11][NH:12][CH2:13][CH2:14][C:15]#[N:16].C(=O)([O-])[O-].[Cs+].[Cs+]. The catalyst is O1CCOCC1.C([O-])(=O)C.[Pd+2].C([O-])(=O)C.CC1(C)C2C(=C(P(C3C=CC=CC=3)C3C=CC=CC=3)C=CC=2)OC2C(P(C3C=CC=CC=3)C3C=CC=CC=3)=CC=CC1=2. The product is [C:15]([CH2:14][CH2:13][N:12]([CH3:11])[C:2]1[S:3][CH:4]=[C:5]([C:7]([O:9][CH3:10])=[O:8])[N:6]=1)#[N:16]. The yield is 0.590. (2) The reactants are Cl.Cl[CH2:3][CH2:4][NH2:5].C([O-])([O-])=O.[K+].[K+].[C:12]([C:16]1[CH:21]=[CH:20][C:19]([SH:22])=[CH:18][CH:17]=1)([CH3:15])([CH3:14])[CH3:13]. The catalyst is C(Cl)(Cl)Cl. The product is [C:12]([C:16]1[CH:17]=[CH:18][C:19]([S:22][CH2:3][CH2:4][NH2:5])=[CH:20][CH:21]=1)([CH3:15])([CH3:13])[CH3:14]. The yield is 0.740.